This data is from Forward reaction prediction with 1.9M reactions from USPTO patents (1976-2016). The task is: Predict the product of the given reaction. (1) Given the reactants [C:1]([N:5]1[C:10](=[O:11])[C:9]([Cl:12])=[C:8](Cl)[CH:7]=[N:6]1)([CH3:4])([CH3:3])[CH3:2].C(=O)([O-])[O-].[Cs+].[Cs+].[Si:20]([O:27][CH2:28][CH:29]([OH:40])[C:30]1[CH:35]=[CH:34][C:33]([C:36]([CH3:39])([CH3:38])[CH3:37])=[CH:32][CH:31]=1)([C:23]([CH3:26])([CH3:25])[CH3:24])([CH3:22])[CH3:21].C(OCC)(=O)C, predict the reaction product. The product is: [C:1]([N:5]1[C:10](=[O:11])[C:9]([Cl:12])=[C:8]([O:40][CH:29]([C:30]2[CH:31]=[CH:32][C:33]([C:36]([CH3:39])([CH3:38])[CH3:37])=[CH:34][CH:35]=2)[CH2:28][O:27][Si:20]([C:23]([CH3:26])([CH3:25])[CH3:24])([CH3:21])[CH3:22])[CH:7]=[N:6]1)([CH3:4])([CH3:3])[CH3:2]. (2) Given the reactants [CH3:1][O:2][C:3]1[CH:4]=[C:5]2[C:10](=[CH:11][CH:12]=1)[CH2:9]C(=O)C[CH2:6]2.[C:14]([O:20][CH3:21])([O:18][CH3:19])(OC)[CH3:15].O.C1(C)C(S(O)(=O)=O)=CC=CC=1.C(O)CO.C(=O)(O)[O-].[Na+], predict the reaction product. The product is: [CH2:19]1[O:18][C:14]2([CH2:15][CH2:6][C:5]3[C:10](=[CH:11][CH:12]=[C:3]([O:2][CH3:1])[CH:4]=3)[CH2:9]2)[O:20][CH2:21]1. (3) Given the reactants P([O-])(O)(O)=O.[Na+].Cl([O-])=[O:8].[Na+].[C:11]([O:14][C@@H:15]1[C@@H:56]([O:57][C:58](=[O:60])[CH3:59])[C@H:55]([O:61][C:62](=[O:64])[CH3:63])[C@@H:54]([C:65]([O:67][CH3:68])=[O:66])[O:53][C@H:16]1[O:17][C:18]1[CH:23]=[CH:22][C:21]([C@@H:24]2[C@@H:27]([CH2:28][CH2:29][C@H:30]([O:38][C:39](=[O:41])[CH3:40])[C:31]3[CH:36]=[CH:35][C:34]([F:37])=[CH:33][CH:32]=3)[C:26](=[O:42])[N:25]2[C:43]2[CH:48]=[CH:47][C:46]([C:49]#[C:50][CH:51]=[O:52])=[CH:45][CH:44]=2)=[CH:20][CH:19]=1)(=[O:13])[CH3:12].CC(=C)C, predict the reaction product. The product is: [C:11]([O:14][C@@H:15]1[C@@H:56]([O:57][C:58](=[O:60])[CH3:59])[C@H:55]([O:61][C:62](=[O:64])[CH3:63])[C@@H:54]([C:65]([O:67][CH3:68])=[O:66])[O:53][C@H:16]1[O:17][C:18]1[CH:23]=[CH:22][C:21]([C@@H:24]2[C@@H:27]([CH2:28][CH2:29][C@H:30]([O:38][C:39](=[O:41])[CH3:40])[C:31]3[CH:32]=[CH:33][C:34]([F:37])=[CH:35][CH:36]=3)[C:26](=[O:42])[N:25]2[C:43]2[CH:48]=[CH:47][C:46]([C:49]#[C:50][C:51]([OH:8])=[O:52])=[CH:45][CH:44]=2)=[CH:20][CH:19]=1)(=[O:13])[CH3:12]. (4) Given the reactants Cl[C:2]1[N:7]=[C:6]([Cl:8])[N:5]=[C:4]([NH:9][C@H:10]([C:12]2[CH:17]=[CH:16][CH:15]=[CH:14][CH:13]=2)[CH3:11])[N:3]=1.[NH4+:18].[OH-], predict the reaction product. The product is: [Cl:8][C:6]1([NH2:18])[N:7]=[CH:2][N:3]=[C:4]([NH:9][C@H:10]([C:12]2[CH:17]=[CH:16][CH:15]=[CH:14][CH:13]=2)[CH3:11])[NH:5]1. (5) Given the reactants [Cl:1][C:2]1[CH:7]=[C:6]([Cl:8])[CH:5]=[CH:4][C:3]=1[C:9]1[CH:14]=[CH:13][N:12]=[C:11]([NH:15][CH:16]([CH3:20])[CH2:17][CH2:18][CH3:19])[C:10]=1[N+:21]([O-])=O.[O-]S(S([O-])=O)=O.[Na+].[Na+], predict the reaction product. The product is: [Cl:1][C:2]1[CH:7]=[C:6]([Cl:8])[CH:5]=[CH:4][C:3]=1[C:9]1[CH:14]=[CH:13][N:12]=[C:11]([NH:15][CH:16]([CH3:20])[CH2:17][CH2:18][CH3:19])[C:10]=1[NH2:21]. (6) Given the reactants [NH2:1][C:2]1[C:3]([O:20][CH3:21])=[CH:4][C:5]([CH:17]([CH3:19])[CH3:18])=[C:6]([CH:16]=1)[O:7][C:8]1[C:9]([NH2:15])=[N:10][C:11]([NH2:14])=[N:12][CH:13]=1.[Cl:22][CH2:23][CH2:24][CH2:25][C:26](Cl)=[O:27].O.C([O-])([O-])=O.[Na+].[Na+], predict the reaction product. The product is: [Cl:22][CH2:23][CH2:24][CH2:25][C:26]([NH:1][C:2]1[CH:16]=[C:6]([O:7][C:8]2[C:9]([NH2:15])=[N:10][C:11]([NH2:14])=[N:12][CH:13]=2)[C:5]([CH:17]([CH3:19])[CH3:18])=[CH:4][C:3]=1[O:20][CH3:21])=[O:27]. (7) Given the reactants [CH3:1][C:2]1[C:3]([CH2:8][NH:9][C:10](=[O:16])[O:11][C:12]([CH3:15])([CH3:14])[CH3:13])=[N:4][CH:5]=[CH:6][CH:7]=1.[CH2:17]([Br:24])[C:18]1[CH:23]=[CH:22][CH:21]=[CH:20][CH:19]=1, predict the reaction product. The product is: [Br-:24].[CH2:17]([N+:4]1[CH:5]=[CH:6][CH:7]=[C:2]([CH3:1])[C:3]=1[CH2:8][NH:9][C:10]([O:11][C:12]([CH3:13])([CH3:15])[CH3:14])=[O:16])[C:18]1[CH:23]=[CH:22][CH:21]=[CH:20][CH:19]=1.